From a dataset of Reaction yield outcomes from USPTO patents with 853,638 reactions. Predict the reaction yield, written as a fraction of the theoretical maximum amount of product (1.0 means a 100% yield; for example, 0.34 means a 34% yield). (1) The yield is 0.600. The reactants are [CH:1]([Si:4]([CH:36]([CH3:38])[CH3:37])([CH:33]([CH3:35])[CH3:34])[O:5][C@H:6]1[CH2:11][CH2:10][CH2:9][N:8]([C:12]2[N:16]3[CH:17]=[C:18]([O:21][C@H:22]4[C:31]5[C:26](=[CH:27][CH:28]=[CH:29][CH:30]=5)[C@@H:25]([NH2:32])[CH2:24][CH2:23]4)[CH:19]=[CH:20][C:15]3=[N:14][N:13]=2)[CH2:7]1)([CH3:3])[CH3:2].ClC(Cl)(Cl)C[O:42][C:43](=O)[NH:44][C:45]1[N:46]([C:54]2[CH:59]=[CH:58][C:57]([CH3:60])=[CH:56][CH:55]=2)[N:47]=[C:48]([C:50]([CH3:53])([CH3:52])[CH3:51])[CH:49]=1.CCN(C(C)C)C(C)C. The product is [C:50]([C:48]1[CH:49]=[C:45]([NH:44][C:43]([NH:32][C@@H:25]2[C:26]3[C:31](=[CH:30][CH:29]=[CH:28][CH:27]=3)[C@H:22]([O:21][C:18]3[CH:19]=[CH:20][C:15]4[N:16]([C:12]([N:8]5[CH2:9][CH2:10][CH2:11][C@H:6]([O:5][Si:4]([CH:1]([CH3:3])[CH3:2])([CH:33]([CH3:35])[CH3:34])[CH:36]([CH3:38])[CH3:37])[CH2:7]5)=[N:13][N:14]=4)[CH:17]=3)[CH2:23][CH2:24]2)=[O:42])[N:46]([C:54]2[CH:59]=[CH:58][C:57]([CH3:60])=[CH:56][CH:55]=2)[N:47]=1)([CH3:53])([CH3:51])[CH3:52]. The catalyst is O1CCOCC1. (2) The catalyst is CN(C=O)C.O. The yield is 0.537. The product is [CH3:17][N:18]([CH3:19])[C:10]([C:9]([NH:8][C:6](=[O:7])[O:5][C:1]([CH3:4])([CH3:3])[CH3:2])([CH2:15][CH3:16])[CH2:13][CH3:14])=[O:11]. The reactants are [C:1]([O:5][C:6]([NH:8][C:9]([CH2:15][CH3:16])([CH2:13][CH3:14])[C:10](O)=[O:11])=[O:7])([CH3:4])([CH3:3])[CH3:2].[CH3:17][N:18](C(ON1N=NC2C=CC=NC1=2)=[N+](C)C)[CH3:19].F[P-](F)(F)(F)(F)F.C(N(CC)CC)C.Cl.CNC. (3) The reactants are [N+](C1C=CC([N:10]([CH2:16][CH2:17][NH:18][C:19](=[O:41])[CH2:20][CH2:21]/[CH:22]=[CH:23]\[CH2:24]/[CH:25]=[CH:26]\[CH2:27]/[CH:28]=[CH:29]\[CH2:30]/[CH:31]=[CH:32]\[CH2:33]/[CH:34]=[CH:35]\[CH2:36]/[CH:37]=[CH:38]\[CH2:39][CH3:40])[P:11](=[O:15])([O-:14])[O:12][CH3:13])=CC=1)([O-])=O.C([Mg]Cl)(C)(C)C.[CH3:48][C:49]1[C:55](=[O:56])[NH:54][C:52](=[O:53])[N:51]([C@@H:57]2[O:61][C@H:60]([CH2:62]O)[C@@H:59]([N:64]=[N+:65]=[N-:66])[CH2:58]2)[CH:50]=1. The catalyst is C1COCC1. The product is [C:19]([NH:18][CH2:17][CH2:16][NH:10][P:11](=[O:15])([O:12][CH3:13])[O:14][CH2:62][C@@H:60]1[C@@H:59]([N:64]=[N+:65]=[N-:66])[CH2:58][C@@H:57]([N:51]2[CH:50]=[C:49]([CH3:48])[C:55](=[O:56])[NH:54][C:52]2=[O:53])[O:61]1)(=[O:41])[CH2:20][CH2:21]/[CH:22]=[CH:23]\[CH2:24]/[CH:25]=[CH:26]\[CH2:27]/[CH:28]=[CH:29]\[CH2:30]/[CH:31]=[CH:32]\[CH2:33]/[CH:34]=[CH:35]\[CH2:36]/[CH:37]=[CH:38]\[CH2:39][CH3:40]. The yield is 0.160. (4) The reactants are C[O:2][C:3](=O)[CH2:4][CH2:5][C:6]1[C:7](=[O:20])[N:8]([CH2:13][C:14]2[CH:19]=[CH:18][CH:17]=[CH:16][CH:15]=2)[CH2:9][CH2:10][CH2:11][CH:12]=1.CO.[NH2:24][O:25][K].C(O)(=O)C. The catalyst is C(OCC)(=O)C. The product is [CH2:13]([N:8]1[CH2:9][CH2:10][CH2:11][CH:12]=[C:6]([CH2:5][CH2:4][C:3]([NH:24][OH:25])=[O:2])[C:7]1=[O:20])[C:14]1[CH:19]=[CH:18][CH:17]=[CH:16][CH:15]=1. The yield is 0.430. (5) The reactants are [I:1][C:2]1[CH:8]=[C:7]([CH3:9])[CH:6]=[CH:5][C:3]=1N.N([O-])=O.[Na+].[Na+].[Br-:15]. The catalyst is CC(O)=O.OS(O)(=O)=O.O.[O-]S([O-])(=O)=O.[Cu+2]. The product is [Br:15][C:3]1[CH:5]=[CH:6][C:7]([CH3:9])=[CH:8][C:2]=1[I:1]. The yield is 0.680. (6) The reactants are C[SiH](C)[O:3][CH:4](C(C)(C)C(C)C)[C@H:5]1[N:10]2[C:11]3[CH:12]=[CH:13][C:14]([O:18][CH:19]4[CH2:24][CH2:23][N:22]([CH:25]([CH3:27])[CH3:26])[CH2:21][CH2:20]4)=[CH:15][C:16]=3[CH:17]=[C:9]2[C:8](=[O:28])[NH:7][CH2:6]1.[F-].C([N+](CCCC)(CCCC)CCCC)CCC. The catalyst is O1CCCC1. The product is [OH:3][CH2:4][C@H:5]1[N:10]2[C:11]3[CH:12]=[CH:13][C:14]([O:18][CH:19]4[CH2:24][CH2:23][N:22]([CH:25]([CH3:26])[CH3:27])[CH2:21][CH2:20]4)=[CH:15][C:16]=3[CH:17]=[C:9]2[C:8](=[O:28])[NH:7][CH2:6]1. The yield is 0.420. (7) The reactants are C[O:2][C:3]1[C:4]([C:9]2[CH:14]=[CH:13][C:12]([Cl:15])=[CH:11][C:10]=2[CH3:16])=[CH:5][CH:6]=[CH:7][CH:8]=1.B(Br)(Br)Br. No catalyst specified. The product is [Cl:15][C:12]1[CH:13]=[CH:14][C:9]([C:4]2[C:3]([OH:2])=[CH:8][CH:7]=[CH:6][CH:5]=2)=[C:10]([CH3:16])[CH:11]=1. The yield is 0.970. (8) The reactants are [Cl:1][C:2]1[CH:7]=[C:6]([Cl:8])[CH:5]=[CH:4][C:3]=1[C:9]1[N:10]([C:20]2[CH:25]=[CH:24][C:23]([O:26][CH2:27][CH2:28][C:29]([F:32])([F:31])[F:30])=[CH:22][CH:21]=2)[C:11]([CH3:19])=[C:12]([C:14]([O:16]CC)=[O:15])[N:13]=1.[OH-].[K+]. The catalyst is C1COCC1.CCO.O. The product is [Cl:1][C:2]1[CH:7]=[C:6]([Cl:8])[CH:5]=[CH:4][C:3]=1[C:9]1[N:10]([C:20]2[CH:21]=[CH:22][C:23]([O:26][CH2:27][CH2:28][C:29]([F:31])([F:32])[F:30])=[CH:24][CH:25]=2)[C:11]([CH3:19])=[C:12]([C:14]([OH:16])=[O:15])[N:13]=1. The yield is 0.900. (9) The reactants are [CH2:1]([O:3][C:4](=[O:10])[CH:5]([Cl:9])C(=O)C)[CH3:2].C([O-])(=O)C.[Na+].[Br:16][C:17]1[CH:18]=[CH:19][C:20]([O:24][CH2:25][CH2:26][C:27]#[CH:28])=[C:21]([NH2:23])[CH:22]=1.[N:29]([O-])=O.[Na+]. The catalyst is Cl.O. The product is [CH2:1]([O:3][C:4](=[O:10])[C:5]([Cl:9])=[N:29][NH:23][C:21]1[CH:22]=[C:17]([Br:16])[CH:18]=[CH:19][C:20]=1[O:24][CH2:25][CH2:26][C:27]#[CH:28])[CH3:2]. The yield is 0.950. (10) The catalyst is C(Cl)Cl. The yield is 0.670. The reactants are [Cl:1][C:2]1[C:3]([CH2:12][OH:13])=[N:4][CH:5]=[C:6]([O:8][CH:9]([F:11])[F:10])[CH:7]=1. The product is [Cl:1][C:2]1[C:3]([CH:12]=[O:13])=[N:4][CH:5]=[C:6]([O:8][CH:9]([F:11])[F:10])[CH:7]=1.